Dataset: Forward reaction prediction with 1.9M reactions from USPTO patents (1976-2016). Task: Predict the product of the given reaction. (1) Given the reactants [Si]([O:8][C:9]1[CH:10]=[C:11]([C:15]2([CH2:34][CH2:35][CH2:36][NH:37][C:38](=[O:44])[O:39][C:40]([CH3:43])([CH3:42])[CH3:41])[N:19]([C:20]3[S:21][C:22]([CH3:25])=[N:23][N:24]=3)[N:18]=[C:17]([C:26]3[CH:31]=[C:30]([F:32])[CH:29]=[CH:28][C:27]=3[F:33])[S:16]2)[CH:12]=[CH:13][CH:14]=1)(C(C)(C)C)(C)C.CCCC[N+](CCCC)(CCCC)CCCC.[F-], predict the reaction product. The product is: [F:33][C:27]1[CH:28]=[CH:29][C:30]([F:32])=[CH:31][C:26]=1[C:17]1[S:16][C:15]([CH2:34][CH2:35][CH2:36][NH:37][C:38](=[O:44])[O:39][C:40]([CH3:43])([CH3:42])[CH3:41])([C:11]2[CH:12]=[CH:13][CH:14]=[C:9]([OH:8])[CH:10]=2)[N:19]([C:20]2[S:21][C:22]([CH3:25])=[N:23][N:24]=2)[N:18]=1. (2) Given the reactants [F:1][C:2]([F:14])([F:13])[C:3]([NH:5][CH2:6][CH:7]1[O:12][CH2:11][CH2:10][NH:9][CH2:8]1)=[O:4].[CH2:15]([O:22][C:23](Cl)=[O:24])[C:16]1[CH:21]=[CH:20][CH:19]=[CH:18][CH:17]=1.C(N(CC)CC)C, predict the reaction product. The product is: [F:14][C:2]([F:13])([F:1])[C:3]([NH:5][CH2:6][CH:7]1[O:12][CH2:11][CH2:10][N:9]([C:23]([O:22][CH2:15][C:16]2[CH:21]=[CH:20][CH:19]=[CH:18][CH:17]=2)=[O:24])[CH2:8]1)=[O:4]. (3) Given the reactants [Cl:1][C:2]1[CH:8]=[CH:7][C:5](N)=[C:4]([C:9]2[CH:14]=[C:13]([O:15][CH3:16])[N:12]=[CH:11][N:10]=2)[C:3]=1[F:17].CC1C=CC(S(O)(=O)=O)=CC=1.O.N([O-])=O.[Na+].[Na+].[I-:35], predict the reaction product. The product is: [Cl:1][C:2]1[C:3]([F:17])=[C:4]([C:9]2[CH:14]=[C:13]([O:15][CH3:16])[N:12]=[CH:11][N:10]=2)[C:5]([I:35])=[CH:7][CH:8]=1. (4) Given the reactants [CH2:1]([N:8]([CH2:30][C@@H:31]([C:39]1[CH:44]=[CH:43][CH:42]=[CH:41][CH:40]=1)[O:32][CH:33]1[CH2:38][CH2:37][CH2:36][CH2:35][O:34]1)[CH2:9][CH2:10][C:11]1[CH:16]=[CH:15][C:14]([C:17]2[CH:22]=[CH:21][C:20]([C:23]([O:25][CH3:26])=[O:24])=[C:19]([N+:27]([O-])=O)[CH:18]=2)=[CH:13][CH:12]=1)[C:2]1[CH:7]=[CH:6][CH:5]=[CH:4][CH:3]=1.[Cl-].[NH4+], predict the reaction product. The product is: [NH2:27][C:19]1[CH:18]=[C:17]([C:14]2[CH:15]=[CH:16][C:11]([CH2:10][CH2:9][N:8]([CH2:1][C:2]3[CH:3]=[CH:4][CH:5]=[CH:6][CH:7]=3)[CH2:30][C@@H:31]([C:39]3[CH:40]=[CH:41][CH:42]=[CH:43][CH:44]=3)[O:32][CH:33]3[CH2:38][CH2:37][CH2:36][CH2:35][O:34]3)=[CH:12][CH:13]=2)[CH:22]=[CH:21][C:20]=1[C:23]([O:25][CH3:26])=[O:24]. (5) Given the reactants [F:1][C:2]([F:35])([F:34])[C:3]1[CH:4]=[C:5]([C:13]2([C:16]([NH:18][C:19]3[CH:20]=[N:21][C:22](Cl)=[CH:23][C:24]=3[C:25]3[CH:30]=[CH:29][C:28]([F:31])=[CH:27][C:26]=3[CH3:32])=[O:17])[CH2:15][CH2:14]2)[CH:6]=[C:7]([C:9]([F:12])([F:11])[F:10])[CH:8]=1.[CH2:36]1[NH:41][CH2:40][CH2:39][N:38]2[C:42](=[O:45])[CH2:43][CH2:44][C@H:37]12.[C:46](=O)([O-])[O-].[K+].[K+].[NH4+].[Cl-], predict the reaction product. The product is: [F:1][C:2]([F:35])([F:34])[C:3]1[CH:4]=[C:5]([C:13]2([C:16]([N:18]([C:19]3[CH:20]=[N:21][C:22]([N:41]4[CH2:40][CH2:39][N:38]5[C:42](=[O:45])[CH2:43][CH2:44][C@@H:37]5[CH2:36]4)=[CH:23][C:24]=3[C:25]3[CH:30]=[CH:29][C:28]([F:31])=[CH:27][C:26]=3[CH3:32])[CH3:46])=[O:17])[CH2:15][CH2:14]2)[CH:6]=[C:7]([C:9]([F:12])([F:11])[F:10])[CH:8]=1.